Dataset: Forward reaction prediction with 1.9M reactions from USPTO patents (1976-2016). Task: Predict the product of the given reaction. The product is: [NH2:13][C@@H:14]([CH2:38][CH:39]([F:41])[F:40])[CH2:15][NH:16][C:17]1[N:22]=[C:21]([NH:23][C:24]2[CH:32]=[CH:31][CH:30]=[C:29]3[C:25]=2[CH:26]=[C:33]([CH3:34])[N:28]3[CH3:27])[C:20]([C:35]([NH2:37])=[O:36])=[CH:19][N:18]=1. Given the reactants CN1C2C=CC=C(N)C=2C=C1C.[NH2:13][C@@H:14]([CH2:38][CH:39]([F:41])[F:40])[CH2:15][NH:16][C:17]1[N:22]=[C:21]([NH:23][C:24]2[CH:32]=[CH:31][CH:30]=[C:29]3[C:25]=2[CH:26]=[CH:27][N:28]3[CH2:33][CH3:34])[C:20]([C:35]([NH2:37])=[O:36])=[CH:19][N:18]=1.B(Br)(Br)Br, predict the reaction product.